Dataset: Forward reaction prediction with 1.9M reactions from USPTO patents (1976-2016). Task: Predict the product of the given reaction. (1) Given the reactants Cl.[CH3:2][NH:3][O:4][CH3:5].[I:6][C:7]1[CH:15]=[CH:14][C:10]([C:11](Cl)=[O:12])=[CH:9][CH:8]=1.C1(C)C=CC=CC=1.C(=O)([O-])[O-].[Na+].[Na+], predict the reaction product. The product is: [I:6][C:7]1[CH:15]=[CH:14][C:10]([C:11]([N:3]([O:4][CH3:5])[CH3:2])=[O:12])=[CH:9][CH:8]=1. (2) Given the reactants C[O:2][C:3]1[C:16]2[O:15][C:14]3[C:9](=[CH:10][CH:11]=[CH:12][CH:13]=3)[C:8](=[O:17])[C:7]=2[CH:6]=[CH:5][CH:4]=1.B(Br)(Br)Br.N, predict the reaction product. The product is: [OH:2][C:3]1[C:16]2[O:15][C:14]3[C:9](=[CH:10][CH:11]=[CH:12][CH:13]=3)[C:8](=[O:17])[C:7]=2[CH:6]=[CH:5][CH:4]=1. (3) Given the reactants [CH:1]1([NH:4][C:5](=[O:14])[C:6]2[C:11]([OH:12])=[CH:10][CH:9]=[CH:8][C:7]=2[F:13])[CH2:3][CH2:2]1.S(C1C=CC([N+]([O-])=O)=CC=1)(O[CH2:19][C@H:20]1[O:22][CH2:21]1)(=O)=O, predict the reaction product. The product is: [CH:1]1([NH:4][C:5](=[O:14])[C:6]2[C:11]([O:12][CH2:19][C@@H:20]3[CH2:21][O:22]3)=[CH:10][CH:9]=[CH:8][C:7]=2[F:13])[CH2:2][CH2:3]1.